The task is: Regression. Given a peptide amino acid sequence and an MHC pseudo amino acid sequence, predict their binding affinity value. This is MHC class II binding data.. This data is from Peptide-MHC class II binding affinity with 134,281 pairs from IEDB. (1) The peptide sequence is GTILVKVEYKGEDAP. The MHC is DRB1_0301 with pseudo-sequence DRB1_0301. The binding affinity (normalized) is 0.240. (2) The peptide sequence is LQGPFNFRFLTEKGMKNVFDDVVPEKYTIG. The MHC is DRB4_0101 with pseudo-sequence DRB4_0103. The binding affinity (normalized) is 0.418. (3) The MHC is DRB1_0701 with pseudo-sequence DRB1_0701. The peptide sequence is AIKFDFSTGLIIQGL. The binding affinity (normalized) is 0.669.